This data is from Catalyst prediction with 721,799 reactions and 888 catalyst types from USPTO. The task is: Predict which catalyst facilitates the given reaction. (1) Reactant: [CH3:1][N:2]1[C:15]2[C:10](=[CH:11][CH:12]=[CH:13][CH:14]=2)[C:9](=[O:16])[C:8]2[CH:7]=[C:6]([S:17](Cl)(=[O:19])=[O:18])[CH:5]=[CH:4][C:3]1=2.[NH:21]([C:28]([O:30][C:31]([CH3:34])([CH3:33])[CH3:32])=[O:29])[C@H:22]([C:25]([OH:27])=[O:26])[CH2:23][NH2:24].C(N(CC)CC)C. Product: [NH:21]([C:28]([O:30][C:31]([CH3:34])([CH3:33])[CH3:32])=[O:29])[C@H:22]([C:25]([OH:27])=[O:26])[CH2:23][NH2:24].[C:31]([O:30][C:28]([NH:21][CH:22]([CH2:23][NH:24][S:17]([C:6]1[CH:5]=[CH:4][C:3]2[N:2]([CH3:1])[C:15]3[C:10](=[CH:11][CH:12]=[CH:13][CH:14]=3)[C:9](=[O:16])[C:8]=2[CH:7]=1)(=[O:19])=[O:18])[C:25]([OH:27])=[O:26])=[O:29])([CH3:34])([CH3:33])[CH3:32]. The catalyst class is: 4. (2) Reactant: C(OC([NH:8][C@H:9]([C:37]([O:39][CH3:40])=[O:38])[CH2:10][C:11]1[CH:16]=[CH:15][C:14]([O:17][CH2:18][CH2:19][C:20]2[CH:21]=[CH:22][C:23]3[O:24][CH2:25][CH2:26][N:27](C(OC(C)(C)C)=O)[C:28]=3[N:29]=2)=[CH:13][CH:12]=1)=O)(C)(C)C. Product: [O:24]1[CH2:25][CH2:26][NH:27][C:28]2[N:29]=[C:20]([CH2:19][CH2:18][O:17][C:14]3[CH:15]=[CH:16][C:11]([CH2:10][C@@H:9]([C:37]([O:39][CH3:40])=[O:38])[NH2:8])=[CH:12][CH:13]=3)[CH:21]=[CH:22][C:23]1=2. The catalyst class is: 137. (3) Reactant: C([O:5][C:6](=[O:28])[CH2:7][N:8]1[C:12]([C:13]2[CH:14]=[CH:15][C:16]3[NH:21][C:20](=[O:22])[O:19][C:18]([CH3:24])([CH3:23])[C:17]=3[CH:25]=2)=[CH:11][CH:10]=[C:9]1[C:26]#[N:27])(C)(C)C.[OH-].[Na+].Cl. Product: [C:26]([C:9]1[N:8]([CH2:7][C:6]([OH:28])=[O:5])[C:12]([C:13]2[CH:14]=[CH:15][C:16]3[NH:21][C:20](=[O:22])[O:19][C:18]([CH3:24])([CH3:23])[C:17]=3[CH:25]=2)=[CH:11][CH:10]=1)#[N:27]. The catalyst class is: 8. (4) Reactant: C(OC([N:8]1[CH2:13][CH2:12][CH:11]([O:14][C:15]2[CH:24]=[C:23]3[C:18]([C:19]([O:25][C:26]4[CH:34]=[C:33]5[C:29]([CH:30]=[C:31]([CH3:35])[NH:32]5)=[CH:28][CH:27]=4)=[N:20][CH:21]=[N:22]3)=[CH:17][C:16]=2[O:36][CH3:37])[CH2:10][CH2:9]1)=O)(C)(C)C.C(O)(C(F)(F)F)=O. Product: [CH3:37][O:36][C:16]1[CH:17]=[C:18]2[C:23](=[CH:24][C:15]=1[O:14][CH:11]1[CH2:12][CH2:13][NH:8][CH2:9][CH2:10]1)[N:22]=[CH:21][N:20]=[C:19]2[O:25][C:26]1[CH:34]=[C:33]2[C:29]([CH:30]=[C:31]([CH3:35])[NH:32]2)=[CH:28][CH:27]=1. The catalyst class is: 4.